Task: Predict the reactants needed to synthesize the given product.. Dataset: Full USPTO retrosynthesis dataset with 1.9M reactions from patents (1976-2016) (1) Given the product [NH2:17][C:16]1[C:13]([C:14]#[N:15])=[C:12]([C:11]2[CH:18]=[CH:19][C:8]([O:7][C@@H:3]3[CH2:4][CH2:5][CH2:6][C@@H:2]3[OH:1])=[CH:9][CH:10]=2)[C:22]([C:20]#[N:21])=[C:23]([SH:24])[N:25]=1, predict the reactants needed to synthesize it. The reactants are: [OH:1][C@H:2]1[CH2:6][CH2:5][CH2:4][C@H:3]1[O:7][C:8]1[CH:19]=[CH:18][C:11]([CH:12]=[C:13]([C:16]#[N:17])[C:14]#[N:15])=[CH:10][CH:9]=1.[C:20]([CH2:22][C:23]([NH2:25])=[S:24])#[N:21].CN1CCOCC1. (2) Given the product [Si:77]([O:76][CH2:75][C:70]1[CH:69]=[C:68]([C@@H:66]([OH:67])[CH2:65][NH:64][CH:12]2[CH2:17][CH2:16][N:15]([C:18]([C:20]3[CH:21]=[C:22]([S:26]([C:29]4[CH:30]=[C:31]5[C:36](=[C:37]([CH3:39])[CH:38]=4)[N:35]=[CH:34][C:33]([C:40]([NH2:42])=[O:41])=[C:32]5[NH:43][C:44]4[CH:49]=[CH:48][CH:47]=[C:46]([O:50][CH3:51])[CH:45]=4)(=[O:27])=[O:28])[CH:23]=[CH:24][CH:25]=3)=[O:19])[CH2:14][CH2:13]2)[CH:73]=[CH:72][C:71]=1[OH:74])([C:80]([CH3:83])([CH3:82])[CH3:81])([CH3:78])[CH3:79], predict the reactants needed to synthesize it. The reactants are: [Si](O[C@H](C1C=CC(O)=C2C=1C=CC(=O)N2)CN[CH:12]1[CH2:17][CH2:16][N:15]([C:18]([C:20]2[CH:21]=[C:22]([S:26]([C:29]3[CH:30]=[C:31]4[C:36](=[C:37]([CH3:39])[CH:38]=3)[N:35]=[CH:34][C:33]([C:40]([NH2:42])=[O:41])=[C:32]4[NH:43][C:44]3[CH:49]=[CH:48][CH:47]=[C:46]([O:50][CH3:51])[CH:45]=3)(=[O:28])=[O:27])[CH:23]=[CH:24][CH:25]=2)=[O:19])[CH2:14][CH2:13]1)(C(C)(C)C)(C)C.[NH2:64][CH2:65][C@@H:66]([C:68]1[CH:73]=[CH:72][C:71]([OH:74])=[C:70]([CH2:75][O:76][Si:77]([C:80]([CH3:83])([CH3:82])[CH3:81])([CH3:79])[CH3:78])[CH:69]=1)[OH:67].